Dataset: Full USPTO retrosynthesis dataset with 1.9M reactions from patents (1976-2016). Task: Predict the reactants needed to synthesize the given product. (1) The reactants are: [O:1]=[C:2]1[C:6]2[CH:7]=[CH:8][CH:9]=[C:10]([CH2:11][N:12]3[CH2:17][CH2:16][N:15]([C:18]([O:20][C:21]([CH3:24])([CH3:23])[CH3:22])=[O:19])[CH2:14][CH2:13]3)[C:5]=2[O:4][CH2:3]1.[NH:25]1[C:33]2[C:28](=[CH:29][CH:30]=[CH:31][CH:32]=2)[C:27]([CH:34]=O)=[N:26]1. Given the product [NH:25]1[C:33]2[C:28](=[CH:29][CH:30]=[CH:31][CH:32]=2)[C:27](/[CH:34]=[C:3]2\[O:4][C:5]3[C:10]([CH2:11][N:12]4[CH2:13][CH2:14][N:15]([C:18]([O:20][C:21]([CH3:24])([CH3:23])[CH3:22])=[O:19])[CH2:16][CH2:17]4)=[CH:9][CH:8]=[CH:7][C:6]=3[C:2]\2=[O:1])=[N:26]1, predict the reactants needed to synthesize it. (2) The reactants are: [C:1]([NH:4][C:5]1[CH:10]=[CH:9][C:8]([OH:11])=[CH:7][CH:6]=1)(=[O:3])[CH3:2].OC1C=CC(S[C:20]2[CH:25]=[CH:24][C:23]([N+:26]([O-:28])=[O:27])=[C:22]([NH2:29])[CH:21]=2)=CC=1.[H-].[Na+]. Given the product [C:1]([NH:4][C:5]1[CH:10]=[CH:9][C:8]([O:11][C:20]2[CH:25]=[CH:24][C:23]([N+:26]([O-:28])=[O:27])=[C:22]([NH2:29])[CH:21]=2)=[CH:7][CH:6]=1)(=[O:3])[CH3:2], predict the reactants needed to synthesize it. (3) Given the product [CH3:3][O:2][N:4]=[CH:17][C:15]1[S:16][C:12]([Br:11])=[N:5][CH:14]=1, predict the reactants needed to synthesize it. The reactants are: Cl.[O:2]([NH2:4])[CH3:3].[N:5]1C=CC=CC=1.[Br:11][C:12]1[S:16][C:15]([CH:17]=O)=[CH:14]C=1. (4) Given the product [NH2:24][C:5]([CH2:8][NH:9][C:10]1[CH:11]=[CH:12][C:13]([CH2:16][CH2:17][CH2:18][CH2:19][CH2:20][CH2:21][CH2:22][CH3:23])=[CH:14][CH:15]=1)([CH2:6][OH:7])[CH2:4][OH:3], predict the reactants needed to synthesize it. The reactants are: CC1(C)[O:7][CH2:6][C:5]([NH:24]C(=O)OC(C)(C)C)([CH2:8][NH:9][C:10]2[CH:15]=[CH:14][C:13]([CH2:16][CH2:17][CH2:18][CH2:19][CH2:20][CH2:21][CH2:22][CH3:23])=[CH:12][CH:11]=2)[CH2:4][O:3]1. (5) Given the product [Cl:1][CH2:2][CH2:3][CH2:4][CH2:5][C:6]1[N:7]([CH2:20][CH2:21][CH3:22])[N:8]=[C:9]2[C:18]=1[C:17]1[CH2:16][CH2:15][CH2:14][CH2:13][C:12]=1[N:11]=[C:10]2[NH2:19], predict the reactants needed to synthesize it. The reactants are: [Cl:1][CH2:2][CH2:3][CH2:4][CH2:5][C:6]1[N:7]([CH2:20][CH2:21][CH3:22])[N:8]=[C:9]2[C:18]=1[C:17]1[CH:16]=[CH:15][CH:14]=[CH:13][C:12]=1[N:11]=[C:10]2[NH2:19].FC(F)(F)C(O)=O.[OH-].[K+]. (6) Given the product [C:21]([O:25][C:26](=[O:31])[NH:27][CH2:28][CH2:29][N:18]1[CH2:19][CH2:20][CH:15]([N:3]([CH2:1][CH3:2])[S:4]([C:7]2[CH:8]=[CH:9][C:10]([O:13][CH3:14])=[CH:11][CH:12]=2)(=[O:5])=[O:6])[CH2:16][CH2:17]1)([CH3:24])([CH3:23])[CH3:22], predict the reactants needed to synthesize it. The reactants are: [CH2:1]([N:3]([CH:15]1[CH2:20][CH2:19][NH:18][CH2:17][CH2:16]1)[S:4]([C:7]1[CH:12]=[CH:11][C:10]([O:13][CH3:14])=[CH:9][CH:8]=1)(=[O:6])=[O:5])[CH3:2].[C:21]([O:25][C:26](=[O:31])[NH:27][CH2:28][CH2:29]Br)([CH3:24])([CH3:23])[CH3:22].CCN(C(C)C)C(C)C.CCOCC. (7) Given the product [NH2:20][C:17]1[N:16]=[CH:15][N:14]=[C:13]2[C:18]=1[N:19]=[C:11]([S:10][C:3]1[CH:4]=[C:5]([O:8][CH3:9])[CH:6]=[CH:7][C:2]=1[I:1])[N:12]2[CH2:22][C:23](=[O:25])[CH3:24], predict the reactants needed to synthesize it. The reactants are: [I:1][C:2]1[CH:7]=[CH:6][C:5]([O:8][CH3:9])=[CH:4][C:3]=1[S:10][C:11]1[NH:12][C:13]2[C:18]([N:19]=1)=[C:17]([NH2:20])[N:16]=[CH:15][N:14]=2.Cl[CH2:22][C:23](=[O:25])[CH3:24].C([O-])([O-])=O.[Cs+].[Cs+].CO.